This data is from Catalyst prediction with 721,799 reactions and 888 catalyst types from USPTO. The task is: Predict which catalyst facilitates the given reaction. (1) Reactant: [CH3:1][C:2]1[CH:16]=[C:15]([N+:17]([O-:19])=[O:18])[CH:14]=[CH:13][C:3]=1[O:4][C:5]1[CH:6]=[CH:7][C:8]([CH2:11][OH:12])=[N:9][CH:10]=1.C1C=C(Cl)C=C(C(OO)=[O:28])C=1. The catalyst class is: 2. Product: [CH3:1][C:2]1[CH:16]=[C:15]([N+:17]([O-:19])=[O:18])[CH:14]=[CH:13][C:3]=1[O:4][C:5]1[CH:6]=[CH:7][C:8]([CH2:11][OH:12])=[N+:9]([O-:28])[CH:10]=1. (2) The catalyst class is: 817. Product: [NH2:14][C:11]1[N:12]=[CH:13][C:8]([C:5]2[CH:6]=[CH:7][C:2]([B:19]([OH:20])[OH:18])=[CH:3][C:4]=2[F:15])=[CH:9][CH:10]=1. Reactant: Cl[C:2]1[CH:7]=[CH:6][C:5]([C:8]2[CH:9]=[CH:10][C:11]([NH2:14])=[N:12][CH:13]=2)=[C:4]([F:15])[CH:3]=1.CC1(C)C(C)(C)[O:20][B:19](B2OC(C)(C)C(C)(C)O2)[O:18]1.CC([O-])=O.[K+].Cl. (3) The catalyst class is: 1. Product: [C:17]([O-:19])(=[O:18])[CH3:16].[CH2:1]([O:5][C:6]1[CH:11]=[CH:10][C:9]([S:12]([N:15]2[CH2:21][CH:16]2[C:17]([O:19][CH3:20])=[O:18])(=[O:14])=[O:13])=[CH:8][CH:7]=1)[C:2]#[C:3][CH3:4]. Reactant: [CH2:1]([O:5][C:6]1[CH:11]=[CH:10][C:9]([S:12]([NH:15][CH:16]([CH2:21]O)[C:17]([O:19][CH3:20])=[O:18])(=[O:14])=[O:13])=[CH:8][CH:7]=1)[C:2]#[C:3][CH3:4].C1(P(C2C=CC=CC=2)C2C=CC=CC=2)C=CC=CC=1.CCOC(/N=N/C(OCC)=O)=O. (4) Reactant: [Cl:1][C:2]1[C:3]([F:11])=[N:4][C:5]([F:10])=[C:6]([Cl:9])[C:7]=1F.[NH2:12][C:13]1[CH:18]=[CH:17][C:16]([NH:19][C:20](=[O:22])[CH3:21])=[CH:15][CH:14]=1.C(N(C(C)C)C(C)C)C. Product: [Cl:1][C:2]1[C:3]([F:11])=[N:4][C:5]([F:10])=[C:6]([Cl:9])[C:7]=1[NH:12][C:13]1[CH:14]=[CH:15][C:16]([NH:19][C:20](=[O:22])[CH3:21])=[CH:17][CH:18]=1. The catalyst class is: 296. (5) Reactant: [O:1]1[CH:5]=[CH:4][CH:3]=[C:2]1[CH2:6][NH:7][S:8]([C:11]1[CH:19]=[CH:18][C:14]([C:15]([OH:17])=[O:16])=[CH:13][CH:12]=1)(=[O:10])=[O:9].[CH3:20][O:21][C:22]1[CH:29]=[CH:28][C:25]([CH2:26]Cl)=[CH:24][CH:23]=1.[C:30](=[O:33])([O-])[O-].[Cs+].[Cs+]. Product: [O:1]1[CH:5]=[CH:4][CH:3]=[C:2]1[CH2:6][N:7]([CH2:15][C:14]1[CH:18]=[CH:19][C:11]([O:33][CH3:30])=[CH:12][CH:13]=1)[S:8]([C:11]1[CH:19]=[CH:18][C:14]([C:15]([O:17][CH2:26][C:25]2[CH:28]=[CH:29][C:22]([O:21][CH3:20])=[CH:23][CH:24]=2)=[O:16])=[CH:13][CH:12]=1)(=[O:10])=[O:9]. The catalyst class is: 18. (6) Reactant: [O:1]1[CH2:6][CH2:5][NH:4][C:3]2[CH:7]=[CH:8][CH:9]=[CH:10][C:2]1=2.C(=O)([O-])[O-].[K+].[K+].Br[CH2:18][C:19]1[CH:24]=[CH:23][C:22]([N+:25]([O-:27])=[O:26])=[CH:21][CH:20]=1. Product: [N+:25]([C:22]1[CH:23]=[CH:24][C:19]([CH2:18][N:4]2[CH2:5][CH2:6][O:1][C:2]3[CH:10]=[CH:9][CH:8]=[CH:7][C:3]2=3)=[CH:20][CH:21]=1)([O-:27])=[O:26]. The catalyst class is: 21. (7) Reactant: [F:1][C:2]1[C:7]([F:8])=[C:6]([O:9][CH2:10][CH2:11][N:12]([CH2:14][CH2:15][O:16][CH3:17])[CH3:13])[CH:5]=[CH:4][C:3]=1/[CH:18]=[N:19]/[N:20]([CH3:30])[C:21]1([C:26]([O:28][CH3:29])=[O:27])[CH2:25][CH2:24][CH2:23][CH2:22]1.CS(O)(=O)=O.B.C(C1C=CC(C)=NC=1)C.[OH-].[Na+].P([O-])([O-])([O-])=O.[K+].[K+].[K+]. Product: [F:1][C:2]1[C:7]([F:8])=[C:6]([O:9][CH2:10][CH2:11][N:12]([CH2:14][CH2:15][O:16][CH3:17])[CH3:13])[CH:5]=[CH:4][C:3]=1[CH2:18][NH:19][N:20]([CH3:30])[C:21]1([C:26]([O:28][CH3:29])=[O:27])[CH2:22][CH2:23][CH2:24][CH2:25]1. The catalyst class is: 370. (8) Reactant: [F:1][C:2]([F:22])([F:21])[C:3]1[CH:4]=[C:5]([NH:9][C:10]2[C:19]3[C:14](=[C:15]([NH2:20])[CH:16]=[CH:17][CH:18]=3)[N:13]=[CH:12][N:11]=2)[CH:6]=[CH:7][CH:8]=1.[Cl:23][C:24]1[C:25]([C:38](O)=[O:39])=[N:26][C:27]([CH2:30][NH:31][C:32](=[O:37])[C:33]([CH3:36])([CH3:35])[CH3:34])=[CH:28][CH:29]=1.C(Cl)(=O)C(Cl)=O.CCN(C(C)C)C(C)C. Product: [Cl:23][C:24]1[C:25]([C:38]([NH:20][C:15]2[CH:16]=[CH:17][CH:18]=[C:19]3[C:14]=2[N:13]=[CH:12][N:11]=[C:10]3[NH:9][C:5]2[CH:6]=[CH:7][CH:8]=[C:3]([C:2]([F:1])([F:21])[F:22])[CH:4]=2)=[O:39])=[N:26][C:27]([CH2:30][NH:31][C:32](=[O:37])[C:33]([CH3:36])([CH3:34])[CH3:35])=[CH:28][CH:29]=1. The catalyst class is: 85. (9) The catalyst class is: 6. Reactant: S([O-])(O)=O.[Na+].[C:6]([O:10][C:11]([NH:13][C@@H:14]([CH2:17][C:18]1[CH:23]=[CH:22][CH:21]=[CH:20][CH:19]=1)[CH:15]=[O:16])=[O:12])([CH3:9])([CH3:8])[CH3:7].C(OCC)(=O)C.[C-:30]#[N:31].[K+]. Product: [C:6]([O:10][C:11]([NH:13][C@@H:14]([CH2:17][C:18]1[CH:19]=[CH:20][CH:21]=[CH:22][CH:23]=1)[CH:15]([OH:16])[C:30]#[N:31])=[O:12])([CH3:9])([CH3:7])[CH3:8]. (10) Reactant: [NH2:1][C:2]1[CH:7]=[CH:6][C:5]([Cl:8])=[CH:4][C:3]=1[CH2:9][OH:10].N1C=CN=C1.[C:16]([Si:20]([CH3:23])([CH3:22])Cl)([CH3:19])([CH3:18])[CH3:17]. Product: [Si:20]([O:10][CH2:9][C:3]1[CH:4]=[C:5]([Cl:8])[CH:6]=[CH:7][C:2]=1[NH2:1])([C:16]([CH3:19])([CH3:18])[CH3:17])([CH3:23])[CH3:22]. The catalyst class is: 7.